Dataset: Catalyst prediction with 721,799 reactions and 888 catalyst types from USPTO. Task: Predict which catalyst facilitates the given reaction. Reactant: [F:1][C:2]1[CH:7]=[CH:6][C:5]([N:8]2[C:12]3[CH:13]=[C:14]4[C@:19]([C:21](Cl)=[O:22])([CH2:20][C:11]=3[CH:10]=[N:9]2)[CH2:18][N:17]([S:24]([C:27]2[CH:28]=[N:29][C:30]([N:33]3[CH2:38][CH2:37][O:36][CH2:35][CH2:34]3)=[CH:31][CH:32]=2)(=[O:26])=[O:25])[CH2:16][CH2:15]4)=[CH:4][CH:3]=1.[CH:39]1([OH:43])[CH2:42][CH2:41][CH2:40]1. Product: [CH:39]1([O:43][C:21]([C@@:19]23[CH2:18][N:17]([S:24]([C:27]4[CH:28]=[N:29][C:30]([N:33]5[CH2:38][CH2:37][O:36][CH2:35][CH2:34]5)=[CH:31][CH:32]=4)(=[O:26])=[O:25])[CH2:16][CH2:15][C:14]2=[CH:13][C:12]2[N:8]([C:5]4[CH:4]=[CH:3][C:2]([F:1])=[CH:7][CH:6]=4)[N:9]=[CH:10][C:11]=2[CH2:20]3)=[O:22])[CH2:42][CH2:41][CH2:40]1. The catalyst class is: 66.